This data is from Full USPTO retrosynthesis dataset with 1.9M reactions from patents (1976-2016). The task is: Predict the reactants needed to synthesize the given product. (1) Given the product [N:23]1([O:11][C:9]2[C:10]3[C:2]([CH3:1])=[C:3]([C:12]([O:14][CH3:15])=[O:13])[S:4][C:5]=3[N:6]=[CH:7][N:8]=2)[C:27]2[CH:28]=[CH:29][CH:30]=[CH:31][C:26]=2[N:25]=[N:24]1, predict the reactants needed to synthesize it. The reactants are: [CH3:1][C:2]1[C:10]2[C:9](=[O:11])[NH:8][CH:7]=[N:6][C:5]=2[S:4][C:3]=1[C:12]([O:14][CH3:15])=[O:13].F[P-](F)(F)(F)(F)F.[N:23]1(O[P+](N(C)C)(N(C)C)N(C)C)[C:27]2[CH:28]=[CH:29][CH:30]=[CH:31][C:26]=2[N:25]=[N:24]1.C1CCN2C(=NCCC2)CC1. (2) Given the product [CH:18]1([CH2:17][N:1]2[C:5]3=[N:6][CH:7]=[CH:8][CH:9]=[C:4]3[C:3]([C:10]#[N:11])=[N:2]2)[CH2:24][CH2:23][CH2:22][CH2:21][CH2:20][CH2:19]1, predict the reactants needed to synthesize it. The reactants are: [NH:1]1[C:5]2=[N:6][CH:7]=[CH:8][CH:9]=[C:4]2[C:3]([C:10]#[N:11])=[N:2]1.CS(O[CH2:17][CH:18]1[CH2:24][CH2:23][CH2:22][CH2:21][CH2:20][CH2:19]1)(=O)=O.C(=O)([O-])[O-].[Cs+].[Cs+].O. (3) Given the product [CH3:1][O:2][C:3](=[O:20])[CH2:4][CH2:5][CH2:6][C:7]1[S:8][C:9]([C:12]2[C:17]([CH3:18])=[CH:16][N:15]=[C:14]([NH:28][CH:26]3[CH2:27][C:22]([CH3:31])([CH3:21])[NH:23][C:24]([CH3:30])([CH3:29])[CH2:25]3)[N:13]=2)=[CH:10][CH:11]=1, predict the reactants needed to synthesize it. The reactants are: [CH3:1][O:2][C:3](=[O:20])[CH2:4][CH2:5][CH2:6][C:7]1[S:8][C:9]([C:12]2[C:17]([CH3:18])=[CH:16][N:15]=[C:14](Cl)[N:13]=2)=[CH:10][CH:11]=1.[CH3:21][C:22]1([CH3:31])[CH2:27][CH:26]([NH2:28])[CH2:25][C:24]([CH3:30])([CH3:29])[NH:23]1.